From a dataset of Full USPTO retrosynthesis dataset with 1.9M reactions from patents (1976-2016). Predict the reactants needed to synthesize the given product. (1) Given the product [Br:9][C:5]1[CH:6]=[C:7]([CH3:8])[C:2](=[O:1])[NH:3][CH:4]=1, predict the reactants needed to synthesize it. The reactants are: [OH:1][C:2]1[C:7]([CH3:8])=[CH:6][CH:5]=[CH:4][N:3]=1.[Br:9]Br. (2) Given the product [CH3:25][O:26][C:27]1[CH:28]=[C:29]([CH:33]=[CH:34][C:35]=1[CH2:36][N:37]1[CH2:42][CH2:41][N:40]([CH3:43])[CH2:39][CH2:38]1)[C:30]([NH:18][C:17]1[CH:19]=[CH:20][C:21]([CH3:22])=[C:15]([NH:14][C:10]2[N:9]=[C:8]([C:4]3[CH:5]=[N:6][CH:7]=[C:2]([Br:1])[CH:3]=3)[CH:13]=[CH:12][N:11]=2)[CH:16]=1)=[O:31], predict the reactants needed to synthesize it. The reactants are: [Br:1][C:2]1[CH:3]=[C:4]([C:8]2[CH:13]=[CH:12][N:11]=[C:10]([NH:14][C:15]3[CH:16]=[C:17]([CH:19]=[CH:20][C:21]=3[CH3:22])[NH2:18])[N:9]=2)[CH:5]=[N:6][CH:7]=1.Cl.Cl.[CH3:25][O:26][C:27]1[CH:28]=[C:29]([CH:33]=[CH:34][C:35]=1[CH2:36][N:37]1[CH2:42][CH2:41][N:40]([CH3:43])[CH2:39][CH2:38]1)[C:30](Cl)=[O:31]. (3) Given the product [CH3:14][O:13][C:4]1[S:3][C:2]2[NH:1][C:19](=[O:25])[N:42]([CH2:41][CH2:40][C:34]3[CH:39]=[CH:38][CH:37]=[CH:36][CH:35]=3)[C:7](=[O:9])[C:6]=2[C:5]=1[CH3:12], predict the reactants needed to synthesize it. The reactants are: [NH2:1][C:2]1[S:3][C:4]([O:13][CH3:14])=[C:5]([CH3:12])[C:6]=1[C:7]([O:9]CC)=O.ClC(Cl)(O[C:19](=[O:25])OC(Cl)(Cl)Cl)Cl.C(N(CC)CC)C.[C:34]1([CH2:40][CH2:41][NH2:42])[CH:39]=[CH:38][CH:37]=[CH:36][CH:35]=1. (4) The reactants are: COC[NH:4][C:5]([C:7]1[S:15][C:14]2[C:9](=[N:10][CH:11]=[CH:12][C:13]=2[Cl:16])[CH:8]=1)=[S:6].Cl. Given the product [Cl:16][C:13]1[CH:12]=[CH:11][N:10]=[C:9]2[CH:8]=[C:7]([C:5](=[S:6])[NH2:4])[S:15][C:14]=12, predict the reactants needed to synthesize it. (5) Given the product [CH2:1]([O:3][C:4]1[CH:5]=[C:6]2[C:11](=[C:12]3[CH2:16][C:15]([CH3:18])([CH3:17])[O:14][C:13]=13)[C:10]([C:19]1[CH:24]=[CH:23][C:22](/[CH:25]=[CH:26]/[C:27]([OH:29])=[O:28])=[C:21]([O:31][CH3:32])[CH:20]=1)=[N:9][C:8]([CH3:33])([CH3:34])[CH2:7]2)[CH3:2], predict the reactants needed to synthesize it. The reactants are: [CH2:1]([O:3][C:4]1[CH:5]=[C:6]2[C:11](=[C:12]3[CH2:16][C:15]([CH3:18])([CH3:17])[O:14][C:13]=13)[C:10]([C:19]1[CH:24]=[CH:23][C:22](/[CH:25]=[CH:26]/[C:27]([O:29]C)=[O:28])=[C:21]([O:31][CH3:32])[CH:20]=1)=[N:9][C:8]([CH3:34])([CH3:33])[CH2:7]2)[CH3:2].[OH-].[Na+]. (6) Given the product [N:42]1[CH:47]=[CH:46][CH:45]=[CH:44][C:43]=1[CH2:48][O:20][C:17]1[CH:18]=[CH:19][N:14]([C:11]2[CH:12]=[N:13][C:8]([N:5]3[CH2:6][CH2:7][CH:3]([N:2]([CH3:22])[CH3:1])[CH2:4]3)=[CH:9][CH:10]=2)[C:15](=[O:21])[CH:16]=1, predict the reactants needed to synthesize it. The reactants are: [CH3:1][N:2]([CH3:22])[CH:3]1[CH2:7][CH2:6][N:5]([C:8]2[N:13]=[CH:12][C:11]([N:14]3[CH:19]=[CH:18][C:17]([OH:20])=[CH:16][C:15]3=[O:21])=[CH:10][CH:9]=2)[CH2:4]1.C1(P(C2C=CC=CC=2)C2C=CC=CC=2)C=CC=CC=1.[N:42]1[CH:47]=[CH:46][CH:45]=[CH:44][C:43]=1[CH2:48]O.N(/C(OC(C)(C)C)=O)=N\C(OC(C)(C)C)=O.